From a dataset of Full USPTO retrosynthesis dataset with 1.9M reactions from patents (1976-2016). Predict the reactants needed to synthesize the given product. (1) The reactants are: [CH:1]1([C:4]([N:6]2[CH2:11][CH2:10][C:9]([CH2:13][N:14]3[C:19](=[O:20])[C:18]4[S:21][N:22]=[C:23]([C:24]5[CH:29]=[CH:28][CH:27]=[C:26]([OH:30])[CH:25]=5)[C:17]=4[N:16]=[CH:15]3)([OH:12])[CH2:8][CH2:7]2)=[O:5])[CH2:3][CH2:2]1.O[CH2:32][CH2:33][N:34]1[CH2:38][CH2:37][NH:36][C:35]1=[O:39].C1(P(C2C=CC=CC=2)C2C=CC=CC=2)C=CC=CC=1.CCOC(/N=N/C(OCC)=O)=O. Given the product [CH:1]1([C:4]([N:6]2[CH2:7][CH2:8][C:9]([CH2:13][N:14]3[C:19](=[O:20])[C:18]4[S:21][N:22]=[C:23]([C:24]5[CH:29]=[CH:28][CH:27]=[C:26]([O:30][CH2:32][CH2:33][N:34]6[CH2:38][CH2:37][NH:36][C:35]6=[O:39])[CH:25]=5)[C:17]=4[N:16]=[CH:15]3)([OH:12])[CH2:10][CH2:11]2)=[O:5])[CH2:3][CH2:2]1, predict the reactants needed to synthesize it. (2) Given the product [CH3:1][C:2]1[CH:3]=[CH:4][CH:5]=[C:6]2[C:11]=1[C:10](=[O:12])[NH:9][CH2:8][CH2:7]2, predict the reactants needed to synthesize it. The reactants are: [CH3:1][C:2]1[CH:3]=[CH:4][CH:5]=[C:6]2[C:11]=1[C:10](=[O:12])[NH:9][CH:8]=[CH:7]2. (3) Given the product [Br:21][CH2:22][CH2:23][CH2:24][C:25]([O:20][CH:10]([CH2:9][CH2:8][CH2:7][CH2:6][CH2:5][CH2:4][CH2:3][CH:2]=[CH2:1])[CH2:11][CH2:12][CH2:13][CH2:14][CH2:15][CH2:16][CH2:17][CH:18]=[CH2:19])=[O:26], predict the reactants needed to synthesize it. The reactants are: [CH2:1]=[CH:2][CH2:3][CH2:4][CH2:5][CH2:6][CH2:7][CH2:8][CH2:9][CH:10]([OH:20])[CH2:11][CH2:12][CH2:13][CH2:14][CH2:15][CH2:16][CH2:17][CH:18]=[CH2:19].[Br:21][CH2:22][CH2:23][CH2:24][C:25](Cl)=[O:26].C(OCC)(=O)C. (4) The reactants are: [C:1]([C:5]1[CH:10]=[CH:9][C:8]([S:11]([N:14]([CH2:24][C:25]([OH:27])=O)[C:15]2[CH:20]=[CH:19][CH:18]=[C:17]([N:21]([CH3:23])[CH3:22])[CH:16]=2)(=[O:13])=[O:12])=[CH:7][CH:6]=1)([CH3:4])([CH3:3])[CH3:2].[CH2:28]([NH:30][CH2:31][CH3:32])[CH3:29]. Given the product [C:1]([C:5]1[CH:6]=[CH:7][C:8]([S:11]([N:14]([C:15]2[CH:20]=[CH:19][CH:18]=[C:17]([N:21]([CH3:22])[CH3:23])[CH:16]=2)[CH2:24][C:25]([N:30]([CH2:31][CH3:32])[CH2:28][CH3:29])=[O:27])(=[O:12])=[O:13])=[CH:9][CH:10]=1)([CH3:4])([CH3:2])[CH3:3], predict the reactants needed to synthesize it. (5) Given the product [Cl:8][C:7]1[N:6]=[C:5]2[N:9]([CH2:13][CH2:14][CH2:15][CH2:16][CH2:17][CH2:18][C:19]([O:21][CH2:22][CH3:23])=[O:20])[CH2:10][CH2:11][CH2:12][C:4]2=[N:3][C:2]=1[C:25]1[CH:30]=[CH:29][C:28]([CH3:31])=[CH:27][CH:26]=1, predict the reactants needed to synthesize it. The reactants are: Br[C:2]1[N:3]=[C:4]2[CH2:12][CH2:11][CH2:10][N:9]([CH2:13][CH2:14][CH2:15][CH2:16][CH2:17][CH2:18][C:19]([O:21][CH2:22][CH3:23])=[O:20])[C:5]2=[N:6][C:7]=1[Cl:8].B(O)(O)[C:25]1[CH:26]=[CH:27][C:28]([CH3:31])=[CH:29][CH:30]=1.C(=O)([O-])[O-].[K+].[K+].N#N.